Dataset: Forward reaction prediction with 1.9M reactions from USPTO patents (1976-2016). Task: Predict the product of the given reaction. (1) Given the reactants CCN=C=NCCCN(C)C.Cl.C1C=CC2N(O)N=NC=2C=1.Cl.[C:24]1([C:30]2[CH:31]=[C:32]([CH2:39][CH2:40][C:41]3[CH:42]=[C:43]4[C:47](=[CH:48][CH:49]=3)[NH:46][CH2:45][CH2:44]4)[S:33][C:34]=2[C:35]([F:38])([F:37])[F:36])[CH:29]=[CH:28][CH:27]=[CH:26][CH:25]=1.[NH:50]([C:63]([O:65][C:66]([CH3:69])([CH3:68])[CH3:67])=[O:64])[C@@H:51]([C:60](O)=[O:61])[CH2:52][C:53](=[O:59])[O:54][C:55]([CH3:58])([CH3:57])[CH3:56], predict the reaction product. The product is: [C:55]([O:54][C:53](=[O:59])[CH2:52][C@@H:51]([NH:50][C:63]([O:65][C:66]([CH3:69])([CH3:68])[CH3:67])=[O:64])[C:60](=[O:61])[N:46]1[C:47]2[C:43](=[CH:42][C:41]([CH2:40][CH2:39][C:32]3[S:33][C:34]([C:35]([F:38])([F:37])[F:36])=[C:30]([C:24]4[CH:29]=[CH:28][CH:27]=[CH:26][CH:25]=4)[CH:31]=3)=[CH:49][CH:48]=2)[CH2:44][CH2:45]1)([CH3:58])([CH3:57])[CH3:56]. (2) Given the reactants [CH2:1]([O:8][C:9]1[C:10]([F:20])=[C:11]([C:16]([Cl:19])=[CH:17][CH:18]=1)[C:12]([O:14]C)=[O:13])[C:2]1[CH:7]=[CH:6][CH:5]=[CH:4][CH:3]=1.CO.[OH-].[K+], predict the reaction product. The product is: [CH2:1]([O:8][C:9]1[C:10]([F:20])=[C:11]([C:16]([Cl:19])=[CH:17][CH:18]=1)[C:12]([OH:14])=[O:13])[C:2]1[CH:3]=[CH:4][CH:5]=[CH:6][CH:7]=1. (3) Given the reactants [CH:1]1([NH:4][C:5]([C:7]2[N:8]=[N:9][N:10]([C:15]3[CH:20]=[CH:19][C:18]([NH:21][C:22](=[O:29])[CH2:23][C:24]([O:26]CC)=[O:25])=[CH:17][CH:16]=3)[C:11]=2[CH2:12][CH2:13][CH3:14])=[O:6])[CH2:3][CH2:2]1.C(=O)([O-])[O-].[Na+].[Na+].O, predict the reaction product. The product is: [CH:1]1([NH:4][C:5]([C:7]2[N:8]=[N:9][N:10]([C:15]3[CH:16]=[CH:17][C:18]([NH:21][C:22](=[O:29])[CH2:23][C:24]([OH:26])=[O:25])=[CH:19][CH:20]=3)[C:11]=2[CH2:12][CH2:13][CH3:14])=[O:6])[CH2:2][CH2:3]1.